Dataset: Reaction yield outcomes from USPTO patents with 853,638 reactions. Task: Predict the reaction yield, written as a fraction of the theoretical maximum amount of product (1.0 means a 100% yield; for example, 0.34 means a 34% yield). (1) The reactants are [N:1]1([C:8]2[C:13]([CH:14]([CH2:19][CH2:20][CH3:21])[C:15]([O:17]C)=[O:16])=[C:12]([CH3:22])[N:11]=[C:10]([C:23]3[CH:28]=[CH:27][CH:26]=[CH:25][CH:24]=3)[N:9]=2)[CH2:7][CH2:6][CH2:5][CH2:4][CH2:3][CH2:2]1.[OH-].[Na+]. The catalyst is CO. The product is [N:1]1([C:8]2[C:13]([CH:14]([CH2:19][CH2:20][CH3:21])[C:15]([OH:17])=[O:16])=[C:12]([CH3:22])[N:11]=[C:10]([C:23]3[CH:24]=[CH:25][CH:26]=[CH:27][CH:28]=3)[N:9]=2)[CH2:7][CH2:6][CH2:5][CH2:4][CH2:3][CH2:2]1. The yield is 0.690. (2) The reactants are C(N1C=C(C(=O)C=C(O)C(OC)=O)C(=O)N(CC2C=CC=CC=2)C1=O)C1C=CC=CC=1.[F:32][C:33]1[CH:64]=[CH:63][CH:62]=[CH:61][C:34]=1[CH2:35][N:36]1[CH:41]=[C:40]([C:42](=[O:50])[CH:43]=[C:44]([OH:49])[C:45]([O:47]C)=[O:46])[C:39](=[O:51])[N:38]([CH2:52][C:53]2[CH:58]=[CH:57][CH:56]=[CH:55][C:54]=2[F:59])[C:37]1=[O:60]. No catalyst specified. The product is [F:32][C:33]1[CH:64]=[CH:63][CH:62]=[CH:61][C:34]=1[CH2:35][N:36]1[CH:41]=[C:40]([C:42](=[O:50])[CH:43]=[C:44]([OH:49])[C:45]([OH:47])=[O:46])[C:39](=[O:51])[N:38]([CH2:52][C:53]2[CH:58]=[CH:57][CH:56]=[CH:55][C:54]=2[F:59])[C:37]1=[O:60]. The yield is 0.565. (3) The reactants are [N:1]1([NH:7][C:8]([C:10]2[N:11]=[C:12]([C:23]3[CH:28]=[CH:27][C:26]([Cl:29])=[CH:25][C:24]=3[Cl:30])[N:13]([C:16]3[CH:21]=[CH:20][C:19]([OH:22])=[CH:18][CH:17]=3)[C:14]=2[CH3:15])=[O:9])[CH2:6][CH2:5][CH2:4][CH2:3][CH2:2]1.C(N(CC)CC)C.[F:38][C:39]([F:48])([F:47])[CH2:40][CH2:41][CH2:42][S:43](Cl)(=[O:45])=[O:44].O. The catalyst is ClCCl. The product is [Cl:30][C:24]1[CH:25]=[C:26]([Cl:29])[CH:27]=[CH:28][C:23]=1[C:12]1[N:13]([C:16]2[CH:17]=[CH:18][C:19]([O:22][S:43]([CH2:42][CH2:41][CH2:40][C:39]([F:48])([F:47])[F:38])(=[O:45])=[O:44])=[CH:20][CH:21]=2)[C:14]([CH3:15])=[C:10]([C:8](=[O:9])[NH:7][N:1]2[CH2:6][CH2:5][CH2:4][CH2:3][CH2:2]2)[N:11]=1. The yield is 0.610. (4) The reactants are [OH-].[Na+].[Cl:3][C:4]1[CH:9]=[CH:8][CH:7]=[C:6]([Cl:10])[C:5]=1[C:11]([NH:13][C@H:14]([C:35]([O:37]C)=[O:36])[CH2:15][C:16]1[CH:21]=[CH:20][C:19]([O:22][CH2:23][CH2:24][CH2:25][NH:26][C:27]2[CH:32]=[CH:31][C:30]([O:33][CH3:34])=[CH:29][N:28]=2)=[CH:18][CH:17]=1)=[O:12].O. The catalyst is CN(C=O)C. The product is [Cl:3][C:4]1[CH:9]=[CH:8][CH:7]=[C:6]([Cl:10])[C:5]=1[C:11]([NH:13][C@H:14]([C:35]([OH:37])=[O:36])[CH2:15][C:16]1[CH:21]=[CH:20][C:19]([O:22][CH2:23][CH2:24][CH2:25][NH:26][C:27]2[CH:32]=[CH:31][C:30]([O:33][CH3:34])=[CH:29][N:28]=2)=[CH:18][CH:17]=1)=[O:12]. The yield is 0.640.